From a dataset of Forward reaction prediction with 1.9M reactions from USPTO patents (1976-2016). Predict the product of the given reaction. Given the reactants [CH2:1]([O:3][C:4](=[O:34])[CH2:5][N:6]([CH2:18][C:19]1[CH:24]=[CH:23][C:22]([CH2:25][NH:26]C(OC(C)(C)C)=O)=[CH:21][CH:20]=1)[CH2:7][CH2:8][CH2:9][CH2:10][N:11]([CH2:15][CH2:16][CH3:17])[CH2:12][CH2:13][CH3:14])[CH3:2].Cl.O1CCOCC1, predict the reaction product. The product is: [CH2:1]([O:3][C:4](=[O:34])[CH2:5][N:6]([CH2:18][C:19]1[CH:20]=[CH:21][C:22]([CH2:25][NH2:26])=[CH:23][CH:24]=1)[CH2:7][CH2:8][CH2:9][CH2:10][N:11]([CH2:12][CH2:13][CH3:14])[CH2:15][CH2:16][CH3:17])[CH3:2].